This data is from Catalyst prediction with 721,799 reactions and 888 catalyst types from USPTO. The task is: Predict which catalyst facilitates the given reaction. (1) Reactant: [OH:1][CH2:2][C@H:3]1[CH2:5][C@@H:4]1[C:6]([NH:8][C@@H:9]([C:11]1[CH:16]=[CH:15][C:14]([O:17][CH2:18][C:19]([F:22])([F:21])[F:20])=[CH:13][N:12]=1)[CH3:10])=[O:7].[C:23]1(O)[CH:28]=[CH:27][CH:26]=[CH:25][CH:24]=1.C1(P(C2C=CC=CC=2)C2C=CC=CC=2)C=CC=CC=1.N(C(OC(C)(C)C)=O)=NC(OC(C)(C)C)=O. Product: [O:1]([CH2:2][C@H:3]1[CH2:5][C@@H:4]1[C:6]([NH:8][C@@H:9]([C:11]1[CH:16]=[CH:15][C:14]([O:17][CH2:18][C:19]([F:22])([F:20])[F:21])=[CH:13][N:12]=1)[CH3:10])=[O:7])[C:23]1[CH:28]=[CH:27][CH:26]=[CH:25][CH:24]=1. The catalyst class is: 30. (2) Reactant: [Cl:1][C:2]1[CH:7]=[CH:6][C:5]([C:8]2[O:12][C:11]([CH3:13])=[C:10]([C:14](O)=[O:15])[CH:9]=2)=[CH:4][CH:3]=1.[Si](C=[N+]=[N-])(C)(C)C. Product: [Cl:1][C:2]1[CH:7]=[CH:6][C:5]([C:8]2[O:12][C:11]([CH3:13])=[C:10]([CH2:14][OH:15])[CH:9]=2)=[CH:4][CH:3]=1. The catalyst class is: 36. (3) Reactant: [C:1]([O:5][C:6]([N:8]1[CH2:13][CH2:12][N:11]([CH2:14][C:15]([OH:17])=O)[CH2:10][CH2:9]1)=[O:7])([CH3:4])([CH3:3])[CH3:2].CN(C(ON1N=NC2C=CC=NC1=2)=[N+](C)C)C.F[P-](F)(F)(F)(F)F.C(N(CC)CC)C.[CH:49]1([CH2:52][NH:53][CH:54]2[CH2:59][CH2:58][N:57]([CH2:60][CH2:61][C@@H:62]([C:73]3[CH:78]=[C:77]([F:79])[CH:76]=[C:75]([F:80])[CH:74]=3)[CH:63]3[CH2:68][CH2:67][N:66]([S:69]([CH3:72])(=[O:71])=[O:70])[CH2:65][CH2:64]3)[CH2:56][CH2:55]2)[CH2:51][CH2:50]1. Product: [CH:49]1([CH2:52][N:53]([CH:54]2[CH2:59][CH2:58][N:57]([CH2:60][CH2:61][C@@H:62]([C:73]3[CH:74]=[C:75]([F:80])[CH:76]=[C:77]([F:79])[CH:78]=3)[CH:63]3[CH2:64][CH2:65][N:66]([S:69]([CH3:72])(=[O:70])=[O:71])[CH2:67][CH2:68]3)[CH2:56][CH2:55]2)[C:15](=[O:17])[CH2:14][N:11]2[CH2:10][CH2:9][N:8]([C:6]([O:5][C:1]([CH3:2])([CH3:3])[CH3:4])=[O:7])[CH2:13][CH2:12]2)[CH2:50][CH2:51]1. The catalyst class is: 3.